From a dataset of Forward reaction prediction with 1.9M reactions from USPTO patents (1976-2016). Predict the product of the given reaction. (1) Given the reactants [C:1]([O:5][C:6](=[O:42])[NH:7][CH2:8][CH2:9][CH2:10][N:11]1[C:20]2[CH:19]=[CH:18][C:17]([Cl:21])=[CH:16][C:15]=2[C:14]2=[N:22][N:23]([CH:35]3[CH2:40][CH2:39][CH2:38][CH2:37][O:36]3)[C:24]([CH2:25][CH2:26][O:27]CC3C=CC=CC=3)=[C:13]2[C:12]1=[O:41])([CH3:4])([CH3:3])[CH3:2], predict the reaction product. The product is: [C:1]([O:5][C:6](=[O:42])[NH:7][CH2:8][CH2:9][CH2:10][N:11]1[C:20]2[CH:19]=[CH:18][C:17]([Cl:21])=[CH:16][C:15]=2[C:14]2=[N:22][N:23]([CH:35]3[CH2:40][CH2:39][CH2:38][CH2:37][O:36]3)[C:24]([CH2:25][CH2:26][OH:27])=[C:13]2[C:12]1=[O:41])([CH3:4])([CH3:2])[CH3:3]. (2) Given the reactants [Cl:1][C:2]1[CH:17]=[CH:16][C:5]([C:6]([NH:8][C:9]2[CH:14]=[CH:13][C:12](I)=[CH:11][CH:10]=2)=[O:7])=[CH:4][CH:3]=1.[C:18]([N:25]1[CH2:29][CH2:28][CH:27]([OH:30])[CH2:26]1)([O:20][C:21]([CH3:24])([CH3:23])[CH3:22])=[O:19].C(=O)([O-])[O-].[Cs+].[Cs+], predict the reaction product. The product is: [C:21]([O:20][C:18]([N:25]1[CH2:29][CH2:28][CH:27]([O:30][C:12]2[CH:13]=[CH:14][C:9]([NH:8][C:6](=[O:7])[C:5]3[CH:16]=[CH:17][C:2]([Cl:1])=[CH:3][CH:4]=3)=[CH:10][CH:11]=2)[CH2:26]1)=[O:19])([CH3:24])([CH3:22])[CH3:23]. (3) The product is: [CH3:36][C:7]([S:9][C:10]1[S:11][CH:12]=[C:13]([CH2:15][CH2:16][O:17][C:18]2[CH:19]=[CH:20][C:21]([N:24]3[CH2:25][CH2:26][N:27]([C:30]4[CH:35]=[CH:34][CH:33]=[CH:32][CH:31]=4)[CH2:28][CH2:29]3)=[CH:22][CH:23]=2)[N:14]=1)([CH3:8])[C:6]([OH:37])=[O:5]. Given the reactants C([O:5][C:6](=[O:37])[C:7]([CH3:36])([S:9][C:10]1[S:11][CH:12]=[C:13]([CH2:15][CH2:16][O:17][C:18]2[CH:23]=[CH:22][C:21]([N:24]3[CH2:29][CH2:28][N:27]([C:30]4[CH:35]=[CH:34][CH:33]=[CH:32][CH:31]=4)[CH2:26][CH2:25]3)=[CH:20][CH:19]=2)[N:14]=1)[CH3:8])(C)(C)C.FC(F)(F)C(O)=O, predict the reaction product. (4) Given the reactants [NH2:1][C:2]1[N:3]([CH3:24])[C:4](=[O:23])[C:5]2([C:15]3[C:10](=[CH:11][CH:12]=[C:13](Br)[CH:14]=3)[O:9][CH:8]([C:17]3[CH:22]=[CH:21][CH:20]=[CH:19][CH:18]=3)[CH2:7]2)[N:6]=1.[C:25]1(B(O)O)[CH:30]=[CH:29][CH:28]=[CH:27][CH:26]=1, predict the reaction product. The product is: [NH2:1][C:2]1[N:3]([CH3:24])[C:4](=[O:23])[C:5]2([C:15]3[C:10](=[CH:11][CH:12]=[C:13]([C:25]4[CH:30]=[CH:29][CH:28]=[CH:27][CH:26]=4)[CH:14]=3)[O:9][CH:8]([C:17]3[CH:22]=[CH:21][CH:20]=[CH:19][CH:18]=3)[CH2:7]2)[N:6]=1. (5) Given the reactants O.Cl.[NH:3]1[CH2:8][CH2:7][C:6](=O)[CH2:5][CH2:4]1.[C:10]1([CH:16]([CH3:19])[CH:17]=O)[CH:15]=[CH:14][CH:13]=[CH:12][CH:11]=1.C(O[BH-](OC(=O)C)OC(=O)C)(=O)C.[Na+].[NH2:34][C:35]1[CH:36]=[C:37]2[C:41](=[CH:42][CH:43]=1)[NH:40][N:39]=[CH:38]2.C(=O)([O-])O.[Na+], predict the reaction product. The product is: [NH:40]1[C:41]2[C:37](=[CH:36][C:35]([NH:34][CH:6]3[CH2:7][CH2:8][N:3]([CH2:17][CH:16]([C:10]4[CH:15]=[CH:14][CH:13]=[CH:12][CH:11]=4)[CH3:19])[CH2:4][CH2:5]3)=[CH:43][CH:42]=2)[CH:38]=[N:39]1. (6) Given the reactants [Li]CCCC.C(NC(C)C)(C)C.[CH3:13][CH2:14][O:15][C:16]([CH3:18])=[O:17].CON(C)[C:22]([C:24]1[CH:25]=[N:26][CH:27]=[N:28][CH:29]=1)=[O:23].Cl, predict the reaction product. The product is: [CH2:14]([O:15][C:16](=[O:17])[CH2:18][C:22](=[O:23])[C:24]1[CH:25]=[N:26][CH:27]=[N:28][CH:29]=1)[CH3:13]. (7) Given the reactants FC1C=C(C[C@H](NC(=O)OC(C)(C)C)C2C(C3C=NC(NN)=CC=3)=CC=C(C#CC(O)(C)C)N=2)C=C(F)C=1.[NH2:39][C:40]1[N:44]2[C:45]([Cl:79])=[CH:46][CH:47]=[C:48]([C:49]3[C:50]([C@@H:61]([NH:71]C(=O)OC(C)(C)C)[CH2:62][C:63]4[CH:68]=[C:67]([F:69])[CH:66]=[C:65]([F:70])[CH:64]=4)=[N:51][C:52]([C:55]#[C:56][C:57]([OH:60])([CH3:59])[CH3:58])=[CH:53][CH:54]=3)[C:43]2=[N:42][N:41]=1, predict the reaction product. The product is: [NH2:71][C@H:61]([C:50]1[N:51]=[C:52]([C:55]#[C:56][C:57]([CH3:58])([OH:60])[CH3:59])[CH:53]=[CH:54][C:49]=1[C:48]1[C:43]2[N:44]([C:40]([NH2:39])=[N:41][N:42]=2)[C:45]([Cl:79])=[CH:46][CH:47]=1)[CH2:62][C:63]1[CH:64]=[C:65]([F:70])[CH:66]=[C:67]([F:69])[CH:68]=1.